Dataset: NCI-60 drug combinations with 297,098 pairs across 59 cell lines. Task: Regression. Given two drug SMILES strings and cell line genomic features, predict the synergy score measuring deviation from expected non-interaction effect. (1) Drug 1: CC1=C(C=C(C=C1)NC2=NC=CC(=N2)N(C)C3=CC4=NN(C(=C4C=C3)C)C)S(=O)(=O)N.Cl. Drug 2: COCCOC1=C(C=C2C(=C1)C(=NC=N2)NC3=CC=CC(=C3)C#C)OCCOC.Cl. Cell line: MCF7. Synergy scores: CSS=4.53, Synergy_ZIP=2.42, Synergy_Bliss=5.20, Synergy_Loewe=-5.83, Synergy_HSA=2.30. (2) Drug 1: CCC1(CC2CC(C3=C(CCN(C2)C1)C4=CC=CC=C4N3)(C5=C(C=C6C(=C5)C78CCN9C7C(C=CC9)(C(C(C8N6C)(C(=O)OC)O)OC(=O)C)CC)OC)C(=O)OC)O.OS(=O)(=O)O. Drug 2: CC(C)CN1C=NC2=C1C3=CC=CC=C3N=C2N. Cell line: K-562. Synergy scores: CSS=19.9, Synergy_ZIP=-8.81, Synergy_Bliss=-4.75, Synergy_Loewe=-6.02, Synergy_HSA=-6.09.